This data is from Full USPTO retrosynthesis dataset with 1.9M reactions from patents (1976-2016). The task is: Predict the reactants needed to synthesize the given product. (1) Given the product [CH2:32]([O:39][C:40]1[C:41]([NH:46][C:2]2[CH:30]=[CH:29][C:5]([O:6][C:7]3[C:16]4[C:11](=[CH:12][C:13]([O:19][CH2:20][CH2:21][CH2:22][N:23]5[CH2:28][CH2:27][O:26][CH2:25][CH2:24]5)=[C:14]([O:17][CH3:18])[CH:15]=4)[N:10]=[CH:9][CH:8]=3)=[C:4]([F:31])[CH:3]=2)=[N:42][CH:43]=[CH:44][CH:45]=1)[C:33]1[CH:34]=[CH:35][CH:36]=[CH:37][CH:38]=1, predict the reactants needed to synthesize it. The reactants are: Br[C:2]1[CH:30]=[CH:29][C:5]([O:6][C:7]2[C:16]3[C:11](=[CH:12][C:13]([O:19][CH2:20][CH2:21][CH2:22][N:23]4[CH2:28][CH2:27][O:26][CH2:25][CH2:24]4)=[C:14]([O:17][CH3:18])[CH:15]=3)[N:10]=[CH:9][CH:8]=2)=[C:4]([F:31])[CH:3]=1.[CH2:32]([O:39][C:40]1[C:41]([NH2:46])=[N:42][CH:43]=[CH:44][CH:45]=1)[C:33]1[CH:38]=[CH:37][CH:36]=[CH:35][CH:34]=1.C1(P(C2C=CC=CC=2)C2C3OC4C(=CC=CC=4P(C4C=CC=CC=4)C4C=CC=CC=4)C(C)(C)C=3C=CC=2)C=CC=CC=1.C([O-])([O-])=O.[Cs+].[Cs+]. (2) Given the product [CH3:25][O:26][C:27]([C:29]1[CH:30]=[N:31][C:32]([N:22]2[CH2:23][CH2:24][CH:19]([N:5]([CH:2]3[CH2:4][CH2:3]3)[C:6](=[O:18])[C:7]3[CH:8]=[CH:9][C:10]([C:13]4[O:17][CH:16]=[N:15][CH:14]=4)=[CH:11][CH:12]=3)[CH2:20][CH2:21]2)=[N:33][CH:34]=1)=[O:28], predict the reactants needed to synthesize it. The reactants are: Cl.[CH:2]1([N:5]([CH:19]2[CH2:24][CH2:23][NH:22][CH2:21][CH2:20]2)[C:6](=[O:18])[C:7]2[CH:12]=[CH:11][C:10]([C:13]3[O:17][CH:16]=[N:15][CH:14]=3)=[CH:9][CH:8]=2)[CH2:4][CH2:3]1.[CH3:25][O:26][C:27]([C:29]1[CH:30]=[N:31][C:32](Cl)=[N:33][CH:34]=1)=[O:28]. (3) The reactants are: [CH3:1][O:2][C:3](=[O:12])[C:4]1[CH:9]=[CH:8][C:7]([CH3:10])=[C:6]([Br:11])[CH:5]=1.[Br:13]N1C(=O)CCC1=O. Given the product [CH3:1][O:2][C:3](=[O:12])[C:4]1[CH:9]=[CH:8][C:7]([CH2:10][Br:13])=[C:6]([Br:11])[CH:5]=1, predict the reactants needed to synthesize it. (4) Given the product [N:12]1([C:2]2[CH:7]=[N:6][C:5]([C:8]([O:10][CH3:11])=[O:9])=[CH:4][N:3]=2)[CH2:17][CH2:16][NH:15][CH2:14][CH2:13]1, predict the reactants needed to synthesize it. The reactants are: Cl[C:2]1[CH:7]=[N:6][C:5]([C:8]([O:10][CH3:11])=[O:9])=[CH:4][N:3]=1.[NH:12]1[CH2:17][CH2:16][NH:15][CH2:14][CH2:13]1. (5) The reactants are: [C:1]([NH:4][CH2:5][C@@H:6]1[O:10][C:9](=[O:11])[N:8]([C:12]2[CH:17]=[C:16]([F:18])[C:15]([N:19]3[CH2:24][CH2:23][C:22]([O:28][P:29](=[O:32])([OH:31])[OH:30])([CH2:25][O:26][CH3:27])[CH2:21][CH2:20]3)=[C:14]([F:33])[CH:13]=2)[CH2:7]1)(=[O:3])[CH3:2].[NH2:34][C@H:35]([C:41]([OH:43])=[O:42])[CH2:36][CH2:37][CH2:38][CH2:39][NH2:40]. Given the product [NH2:34][C@H:35]([C:41]([OH:43])=[O:42])[CH2:36][CH2:37][CH2:38][CH2:39][NH2:40].[C:1]([NH:4][CH2:5][C@@H:6]1[O:10][C:9](=[O:11])[N:8]([C:12]2[CH:17]=[C:16]([F:18])[C:15]([N:19]3[CH2:24][CH2:23][C:22]([O:28][P:29](=[O:30])([OH:31])[OH:32])([CH2:25][O:26][CH3:27])[CH2:21][CH2:20]3)=[C:14]([F:33])[CH:13]=2)[CH2:7]1)(=[O:3])[CH3:2], predict the reactants needed to synthesize it. (6) Given the product [CH:17]1([NH:16][C:15]2[N:7]([C:1]3[CH:2]=[CH:3][CH:4]=[CH:5][CH:6]=3)[N:8]=[C:9]3[C:14]=2[CH:13]=[CH:12][CH:11]=[CH:10]3)[CH2:22][CH2:21][CH2:20][CH2:19][CH2:18]1, predict the reactants needed to synthesize it. The reactants are: [C:1]1([N:7]2[C:15]([NH2:16])=[C:14]3[C:9]([CH:10]=[CH:11][CH:12]=[CH:13]3)=[N:8]2)[CH:6]=[CH:5][CH:4]=[CH:3][CH:2]=1.[C:17]1(=O)[CH2:22][CH2:21][CH2:20][CH2:19][CH2:18]1.C(O)(=O)C.C(O[BH-](OC(=O)C)OC(=O)C)(=O)C.[Na+]. (7) Given the product [CH:47]1([NH:46][C:11](=[O:12])[C:10]2[CH:15]=[CH:16][C:17]([CH3:18])=[C:8]([N:6]3[CH:7]=[CH:2][N:3]=[C:4]([N:20]4[CH2:25][CH2:24][N:23]([CH2:26][CH2:27][N:28]5[CH2:29][CH2:30][CH2:31][CH2:32]5)[CH:22]([C:33]5[CH:38]=[CH:37][CH:36]=[CH:35][CH:34]=5)[CH2:21]4)[C:5]3=[O:19])[CH:9]=2)[CH2:49][CH2:48]1, predict the reactants needed to synthesize it. The reactants are: Br[C:2]1[N:3]=[C:4]([N:20]2[CH2:25][CH2:24][N:23]([CH2:26][CH2:27][N:28]3[CH2:32][CH2:31][CH2:30][CH2:29]3)[CH:22]([C:33]3[CH:38]=[CH:37][CH:36]=[CH:35][CH:34]=3)[CH2:21]2)[C:5](=[O:19])[N:6]([C:8]2[CH:9]=[C:10]([CH:15]=[CH:16][C:17]=2[CH3:18])[C:11](OC)=[O:12])[CH:7]=1.C([O-])=O.[NH4+].C([N:46](CC)[CH:47]([CH3:49])[CH3:48])(C)C. (8) Given the product [OH:7][CH2:6][CH2:5][CH2:4][CH2:3][CH2:2][CH2:1][O:8][C:16]1[CH:17]=[CH:18][CH:19]=[C:12]([N+:9]([O-:11])=[O:10])[C:13]=1[C:14]#[N:15], predict the reactants needed to synthesize it. The reactants are: [CH2:1]([OH:8])[CH2:2][CH2:3][CH2:4][CH2:5][CH2:6][OH:7].[N+:9]([C:12]1[CH:19]=[CH:18][CH:17]=[C:16]([N+]([O-])=O)[C:13]=1[C:14]#[N:15])([O-:11])=[O:10].